From a dataset of Reaction yield outcomes from USPTO patents with 853,638 reactions. Predict the reaction yield, written as a fraction of the theoretical maximum amount of product (1.0 means a 100% yield; for example, 0.34 means a 34% yield). The reactants are [OH:1][C:2]1[CH:7]=[C:6]([CH3:8])O[C:4](=[O:9])[CH:3]=1.[F:10][C:11]1[CH:16]=[C:15]([F:17])[CH:14]=[C:13]([N:18]([CH3:20])[CH3:19])[C:12]=1[NH2:21]. The yield is 0.140. No catalyst specified. The product is [CH3:19][N:18]([CH3:20])[C:13]1[CH:14]=[C:15]([F:17])[CH:16]=[C:11]([F:10])[C:12]=1[N:21]1[C:6]([CH3:8])=[CH:7][C:2]([OH:1])=[CH:3][C:4]1=[O:9].